From a dataset of Catalyst prediction with 721,799 reactions and 888 catalyst types from USPTO. Predict which catalyst facilitates the given reaction. (1) Reactant: [N+:1]([C:4]1[CH:5]=[C:6]([N:10]2[CH2:15][CH2:14][NH:13][CH2:12][C:11]2=[O:16])[CH:7]=[CH:8][CH:9]=1)([O-:3])=[O:2].C=O.[C:19](O[BH-](OC(=O)C)OC(=O)C)(=O)C.[Na+]. Product: [CH3:19][N:13]1[CH2:14][CH2:15][N:10]([C:6]2[CH:7]=[CH:8][CH:9]=[C:4]([N+:1]([O-:3])=[O:2])[CH:5]=2)[C:11](=[O:16])[CH2:12]1. The catalyst class is: 4. (2) Reactant: [C:1]([O:5][C:6](=[O:29])[N:7]([CH:9]([CH2:19][O:20][CH2:21][CH:22]1[CH2:26][O:25][C:24]([CH3:28])([CH3:27])[O:23]1)[CH2:10][O:11]CC1C=CC=CC=1)[CH3:8])([CH3:4])([CH3:3])[CH3:2].[H][H]. Product: [C:1]([O:5][C:6](=[O:29])[N:7]([CH:9]([CH2:19][O:20][CH2:21][CH:22]1[CH2:26][O:25][C:24]([CH3:28])([CH3:27])[O:23]1)[CH2:10][OH:11])[CH3:8])([CH3:4])([CH3:2])[CH3:3]. The catalyst class is: 19. (3) Reactant: [N:1]1[CH:6]=[CH:5][CH:4]=[N:3][C:2]=1[C:7]1[CH:8]=[C:9]([CH2:13]O)[CH:10]=[CH:11][CH:12]=1.P(Br)(Br)([Br:17])=O.C([O-])(O)=O.[Na+]. Product: [Br:17][CH2:13][C:9]1[CH:8]=[C:7]([C:2]2[N:3]=[CH:4][CH:5]=[CH:6][N:1]=2)[CH:12]=[CH:11][CH:10]=1. The catalyst class is: 1. (4) Reactant: Br[C:2]1[CH:7]=[CH:6][C:5]([OH:8])=[CH:4][C:3]=1[Cl:9].[CH3:10][S:11]([O-:13])=[O:12].[Na+].CNCCNC. Product: [Cl:9][C:3]1[CH:4]=[C:5]([OH:8])[CH:6]=[CH:7][C:2]=1[S:11]([CH3:10])(=[O:13])=[O:12]. The catalyst class is: 16.